From a dataset of Catalyst prediction with 721,799 reactions and 888 catalyst types from USPTO. Predict which catalyst facilitates the given reaction. (1) Reactant: O.[F:2][C:3]1[CH:8]=[CH:7][C:6]([C:9]2[NH:13][N:12]=[C:11](C(O)=O)[C:10]=2[C:17]2[CH:22]=[CH:21][N:20]=[CH:19][CH:18]=2)=[CH:5][CH:4]=1.ON1C2C=C[CH:31]=[CH:32][C:27]=2N=N1.C([O:37][C:38]([N:40]1[CH2:45]CNC[CH2:41]1)=[O:39])CCC.[CH3:46]N1CCOCC1.[CH3:53][N:54]([CH:56]=[O:57])[CH3:55]. Product: [F:2][C:3]1[CH:8]=[CH:7][C:6]([C:9]2[NH:13][N:12]=[C:11]([C:56]([N:54]3[CH2:55][CH2:45][N:40]([C:38]([O:39][C:32]([CH3:31])([CH3:27])[CH3:46])=[O:37])[CH2:41][CH2:53]3)=[O:57])[C:10]=2[C:17]2[CH:22]=[CH:21][N:20]=[CH:19][CH:18]=2)=[CH:5][CH:4]=1. The catalyst class is: 13. (2) Reactant: [OH:1][CH2:2][CH:3]([NH:8][C:9](=[O:15])[O:10][C:11]([CH3:14])([CH3:13])[CH3:12])[CH2:4][CH:5]([CH3:7])[CH3:6].[Br:16][CH2:17][CH2:18][CH2:19][C:20](O)=[O:21].C(Cl)CCl. Product: [Br:16][CH2:17][CH2:18][CH2:19][C:20]([O:1][CH2:2][CH:3]([NH:8][C:9]([O:10][C:11]([CH3:13])([CH3:12])[CH3:14])=[O:15])[CH2:4][CH:5]([CH3:7])[CH3:6])=[O:21]. The catalyst class is: 64. (3) Reactant: [N:1]1[C:10]2[C:5](=[CH:6][CH:7]=[CH:8][CH:9]=2)[CH:4]=[C:3]([C:11]2[C:17]3[CH:18]=[CH:19][CH:20]=[CH:21][C:16]=3[NH:15][CH2:14][CH2:13][N:12]=2)[CH:2]=1.[C:22](OC(=O)C)(=[O:24])[CH3:23].N1C=CC=CC=1.C(OCC)(=O)C. Product: [C:22]([N:15]1[C:16]2[CH:21]=[CH:20][CH:19]=[CH:18][C:17]=2[C:11]([C:3]2[CH:2]=[N:1][C:10]3[C:5]([CH:4]=2)=[CH:6][CH:7]=[CH:8][CH:9]=3)=[N:12][CH2:13][CH2:14]1)(=[O:24])[CH3:23]. The catalyst class is: 2. (4) Reactant: C(Cl)(=O)C(Cl)=O.CS(C)=O.[N:11]1[CH:16]=[CH:15][C:14]([CH2:17][CH2:18][CH2:19][OH:20])=[CH:13][CH:12]=1.C([O-])(O)=O.[Na+]. Product: [N:11]1[CH:16]=[CH:15][C:14]([CH2:17][CH2:18][CH:19]=[O:20])=[CH:13][CH:12]=1. The catalyst class is: 2. (5) The catalyst class is: 401. Product: [NH2:18][C:9]1[CH:8]=[C:7]([O:6][CH2:5][CH2:4][O:3][CH3:2])[CH:12]=[CH:11][C:10]=1/[CH:13]=[CH:14]/[C:15]([O:17][CH2:21][CH3:22])=[O:16]. Reactant: O.[CH3:2][O:3][CH2:4][CH2:5][O:6][C:7]1[CH:12]=[CH:11][C:10](/[CH:13]=[CH:14]/[C:15]([O-:17])=[O:16])=[C:9]([N+:18]([O-])=O)[CH:8]=1.[C:21](O)(=O)[CH3:22]. (6) Reactant: [C:1]([N:5]1[C:9](=[O:10])[C:8](Cl)=[C:7]([C:12]2[CH:17]=[CH:16][CH:15]=[CH:14][CH:13]=2)[S:6]1(=[O:19])=[O:18])([CH3:4])([CH3:3])[CH3:2].Cl.[NH2:21][CH2:22][C:23]([O:25][CH3:26])=[O:24]. Product: [C:1]([N:5]1[C:9](=[O:10])[C:8]([NH:21][CH2:22][C:23]([O:25][CH3:26])=[O:24])=[C:7]([C:12]2[CH:17]=[CH:16][CH:15]=[CH:14][CH:13]=2)[S:6]1(=[O:19])=[O:18])([CH3:4])([CH3:3])[CH3:2]. The catalyst class is: 705. (7) Reactant: C[O:2][C:3](=[O:21])/[CH:4]=[CH:5]/[C:6]1[CH:11]=[CH:10][C:9]([Cl:12])=[CH:8][C:7]=1[NH:13][C:14]([O:16][C:17]([CH3:20])([CH3:19])[CH3:18])=[O:15].[OH-].[Na+].O. Product: [C:17]([O:16][C:14]([NH:13][C:7]1[CH:8]=[C:9]([Cl:12])[CH:10]=[CH:11][C:6]=1/[CH:5]=[CH:4]/[C:3]([OH:21])=[O:2])=[O:15])([CH3:20])([CH3:18])[CH3:19]. The catalyst class is: 5.